From a dataset of TCR-epitope binding with 47,182 pairs between 192 epitopes and 23,139 TCRs. Binary Classification. Given a T-cell receptor sequence (or CDR3 region) and an epitope sequence, predict whether binding occurs between them. (1) The epitope is TLIGDCATV. The TCR CDR3 sequence is CASSPRDRGEYNEQFF. Result: 0 (the TCR does not bind to the epitope). (2) The epitope is NLVPMVATV. The TCR CDR3 sequence is CASSQVESGNTIYF. Result: 0 (the TCR does not bind to the epitope). (3) The epitope is FLYALALLL. The TCR CDR3 sequence is CASSVDVAGPETQYF. Result: 0 (the TCR does not bind to the epitope). (4) The epitope is LLDFVRFMGV. The TCR CDR3 sequence is CASSLSQGGTGELFF. Result: 0 (the TCR does not bind to the epitope). (5) The epitope is LLFNKVTLA. The TCR CDR3 sequence is CASSQEGDPKLFF. Result: 0 (the TCR does not bind to the epitope). (6) The epitope is GTSGSPIINR. The TCR CDR3 sequence is CASSSTNRALQETQYF. Result: 0 (the TCR does not bind to the epitope). (7) The epitope is RAKFKQLL. The TCR CDR3 sequence is CAAGSSGNQPQHF. Result: 1 (the TCR binds to the epitope). (8) The epitope is NLVPMVATV. The TCR CDR3 sequence is CASSQGGGPLMETQYF. Result: 0 (the TCR does not bind to the epitope). (9) The epitope is VSFIEFVGW. The TCR CDR3 sequence is CASSQILSAEGLNTEAFF. Result: 0 (the TCR does not bind to the epitope). (10) The epitope is KLSYGIATV. The TCR CDR3 sequence is CASSLWGTTGVFDEQYF. Result: 1 (the TCR binds to the epitope).